Dataset: Full USPTO retrosynthesis dataset with 1.9M reactions from patents (1976-2016). Task: Predict the reactants needed to synthesize the given product. (1) Given the product [CH:27]1([NH:26][C:22]2[CH:21]=[C:20]([C:18]3[CH:17]=[C:16]([C:33]([OH:36])([CH3:34])[CH3:35])[CH:15]=[C:14]([N:11]4[CH2:12][CH2:13][NH:8][CH2:9][CH2:10]4)[N:19]=3)[CH:25]=[CH:24][N:23]=2)[CH2:28][CH2:29][CH2:30][CH2:31][CH2:32]1, predict the reactants needed to synthesize it. The reactants are: C(OC([N:8]1[CH2:13][CH2:12][N:11]([C:14]2[N:19]=[C:18]([C:20]3[CH:25]=[CH:24][N:23]=[C:22]([NH:26][CH:27]4[CH2:32][CH2:31][CH2:30][CH2:29][CH2:28]4)[CH:21]=3)[CH:17]=[C:16]([C:33]([OH:36])([CH3:35])[CH3:34])[CH:15]=2)[CH2:10][CH2:9]1)=O)(C)(C)C.C(O)(C(F)(F)F)=O. (2) Given the product [Cl:8][C:9]1[CH:14]=[CH:13][C:12]([C:15]2[C:16]([C@@H:21]([NH:31][C:43](=[O:44])[CH2:42][C:35]3[C:34]4[C:38](=[CH:39][CH:40]=[CH:41][C:33]=4[CH3:32])[NH:37][CH:36]=3)[CH2:22][C:23]3[CH:28]=[C:27]([F:29])[CH:26]=[C:25]([F:30])[CH:24]=3)=[N:17][CH:18]=[CH:19][CH:20]=2)=[CH:11][CH:10]=1, predict the reactants needed to synthesize it. The reactants are: FC(F)(F)C(O)=O.[Cl:8][C:9]1[CH:14]=[CH:13][C:12]([C:15]2[C:16]([C@@H:21]([NH2:31])[CH2:22][C:23]3[CH:28]=[C:27]([F:29])[CH:26]=[C:25]([F:30])[CH:24]=3)=[N:17][CH:18]=[CH:19][CH:20]=2)=[CH:11][CH:10]=1.[CH3:32][C:33]1[CH:41]=[CH:40][CH:39]=[C:38]2[C:34]=1[C:35]([CH2:42][C:43](O)=[O:44])=[CH:36][NH:37]2. (3) Given the product [CH2:18]([NH:25][C:2]1[CH:11]=[N:10][C:9]2[C:4](=[CH:5][C:6]([O:15][CH2:16][CH3:17])=[C:7]([O:12][CH2:13][CH3:14])[CH:8]=2)[N:3]=1)[C:19]1[CH:24]=[CH:23][CH:22]=[CH:21][CH:20]=1, predict the reactants needed to synthesize it. The reactants are: Cl[C:2]1[CH:11]=[N:10][C:9]2[C:4](=[CH:5][C:6]([O:15][CH2:16][CH3:17])=[C:7]([O:12][CH2:13][CH3:14])[CH:8]=2)[N:3]=1.[CH2:18]([NH2:25])[C:19]1[CH:24]=[CH:23][CH:22]=[CH:21][CH:20]=1.